This data is from Full USPTO retrosynthesis dataset with 1.9M reactions from patents (1976-2016). The task is: Predict the reactants needed to synthesize the given product. (1) Given the product [C:1]([C@@H:4]([C:26]1[CH:31]=[CH:30][CH:29]=[CH:28][CH:27]=1)[N:5]([C@H:14]1[C:22]2[C:17](=[C:18]([F:25])[CH:19]=[C:20]([CH2:23][CH3:24])[CH:21]=2)[CH2:16][CH2:15]1)[C:6](=[O:13])[C:7]1[CH:8]=[CH:9][CH:10]=[CH:11][CH:12]=1)(=[O:3])[NH2:2], predict the reactants needed to synthesize it. The reactants are: [C:1]([C@@H:4]([C:26]1[CH:31]=[CH:30][CH:29]=[CH:28][CH:27]=1)[N:5]([C@H:14]1[C:22]2[C:17](=[C:18]([F:25])[CH:19]=[C:20]([CH:23]=[CH2:24])[CH:21]=2)[CH2:16][CH2:15]1)[C:6](=[O:13])[C:7]1[CH:12]=[CH:11][CH:10]=[CH:9][CH:8]=1)(=[O:3])[NH2:2]. (2) Given the product [CH2:17]([O:16][C:14]1[CH:13]=[CH:12][C:9]([C:10]#[N:11])=[C:8]([F:7])[CH:15]=1)[C:18]1[CH:23]=[CH:22][CH:21]=[CH:20][CH:19]=1, predict the reactants needed to synthesize it. The reactants are: C(=O)([O-])[O-].[K+].[K+].[F:7][C:8]1[CH:15]=[C:14]([OH:16])[CH:13]=[CH:12][C:9]=1[C:10]#[N:11].[CH2:17](Br)[C:18]1[CH:23]=[CH:22][CH:21]=[CH:20][CH:19]=1. (3) The reactants are: [C:1]([Si:5]([C:42]1[CH:47]=[CH:46][CH:45]=[CH:44][CH:43]=1)([C:36]1[CH:41]=[CH:40][CH:39]=[CH:38][CH:37]=1)[O:6][CH:7]1[CH2:12][CH2:11][CH:10]([CH:13]2[CH2:17][CH2:16][N:15]([CH2:18][C:19]3[C:24]([Cl:25])=[CH:23][C:22](OS(C(F)(F)F)(=O)=O)=[CH:21][C:20]=3[Cl:34])[C:14]2=[O:35])[CH2:9][CH2:8]1)([CH3:4])([CH3:3])[CH3:2].[CH3:48][O:49][C:50]([C:52]1[CH:57]=[CH:56][C:55](B(O)O)=[CH:54][CH:53]=1)=[O:51].C(=O)([O-])[O-].[Na+].[Na+]. Given the product [CH3:48][O:49][C:50]([C:52]1[CH:57]=[CH:56][C:55]([C:22]2[CH:21]=[C:20]([Cl:34])[C:19]([CH2:18][N:15]3[CH2:16][CH2:17][CH:13]([CH:10]4[CH2:9][CH2:8][CH:7]([O:6][Si:5]([C:1]([CH3:3])([CH3:4])[CH3:2])([C:36]5[CH:37]=[CH:38][CH:39]=[CH:40][CH:41]=5)[C:42]5[CH:47]=[CH:46][CH:45]=[CH:44][CH:43]=5)[CH2:12][CH2:11]4)[C:14]3=[O:35])=[C:24]([Cl:25])[CH:23]=2)=[CH:54][CH:53]=1)=[O:51], predict the reactants needed to synthesize it. (4) The reactants are: [OH:1][C:2]1[C:9]([CH:10]([CH3:12])[CH3:11])=[CH:8][C:5]([CH:6]=O)=[C:4]([CH3:13])[CH:3]=1.[NH:14]1[CH2:18][CH2:17][CH2:16][CH2:15]1.[BH-](OC(C)=O)(OC(C)=O)OC(C)=O.[Na+].OS([O-])(=O)=O.[Na+]. Given the product [CH:10]([C:9]1[CH:8]=[C:5]([CH2:6][N:14]2[CH2:18][CH2:17][CH2:16][CH2:15]2)[C:4]([CH3:13])=[CH:3][C:2]=1[OH:1])([CH3:12])[CH3:11], predict the reactants needed to synthesize it. (5) Given the product [NH2:14][C:15]1[CH:16]=[CH:17][CH:18]=[CH:19][C:9]=1[C:10]([NH:6][C:5]1[CH:7]=[CH:8][C:2]([I:1])=[CH:3][CH:4]=1)=[O:11], predict the reactants needed to synthesize it. The reactants are: [I:1][C:2]1[CH:8]=[CH:7][C:5]([NH2:6])=[CH:4][CH:3]=1.[C:9]12[C:15](=[CH:16][CH:17]=[CH:18][CH:19]=1)[NH:14]C(=O)O[C:10]2=[O:11].